Dataset: Reaction yield outcomes from USPTO patents with 853,638 reactions. Task: Predict the reaction yield, written as a fraction of the theoretical maximum amount of product (1.0 means a 100% yield; for example, 0.34 means a 34% yield). (1) The reactants are [CH2:1]([N:3]1[CH:7]=[C:6]([C:8]2[CH:9]=[C:10]([CH:12]=[CH:13][CH:14]=2)[NH2:11])[C:5]([C:15]2[CH:20]=[CH:19][N:18]=[CH:17][CH:16]=2)=[N:4]1)[CH3:2].[Br:21][C:22]1[CH:27]=[CH:26][C:25]([N:28]=[C:29]=[O:30])=[C:24]([F:31])[CH:23]=1. The catalyst is C(Cl)Cl. The product is [Br:21][C:22]1[CH:27]=[CH:26][C:25]([NH:28][C:29]([NH:11][C:10]2[CH:12]=[CH:13][CH:14]=[C:8]([C:6]3[C:5]([C:15]4[CH:16]=[CH:17][N:18]=[CH:19][CH:20]=4)=[N:4][N:3]([CH2:1][CH3:2])[CH:7]=3)[CH:9]=2)=[O:30])=[C:24]([F:31])[CH:23]=1. The yield is 0.485. (2) The reactants are [NH3:1].CC(O)C.[CH3:6][C:7]1[N:12]=[C:11](SC)[N:10]=[C:9]([C:15]2[C:16]([NH:32][C:33]3[C:34]4[CH:35]=[N:36][N:37](C5CCCCO5)[C:38]=4[CH:39]=[CH:40][CH:41]=3)=[N:17][CH:18]=[C:19]([CH2:21][N:22]3[CH2:27][CH2:26][N:25]([S:28]([CH3:31])(=[O:30])=[O:29])[CH2:24][CH2:23]3)[CH:20]=2)[N:8]=1.C(O)(C(F)(F)F)=O. The catalyst is C(Cl)Cl.CO. The product is [NH2:1][C:11]1[N:12]=[C:7]([CH3:6])[N:8]=[C:9]([C:15]2[C:16]([NH:32][C:33]3[C:34]4[CH:35]=[N:36][NH:37][C:38]=4[CH:39]=[CH:40][CH:41]=3)=[N:17][CH:18]=[C:19]([CH2:21][N:22]3[CH2:23][CH2:24][N:25]([S:28]([CH3:31])(=[O:29])=[O:30])[CH2:26][CH2:27]3)[CH:20]=2)[N:10]=1. The yield is 0.229. (3) The reactants are [O:1]1[CH2:6][CH2:5][CH2:4][O:3][CH:2]1[CH2:7][CH2:8][N:9]1[CH2:14][CH2:13][CH:12]([N:15]([CH2:30][C:31]2[CH:36]=[CH:35][C:34]([F:37])=[CH:33][CH:32]=2)C(=O)CC2C=CC(OCC(C)C)=CC=2)[CH2:11][CH2:10]1.CC(O)CC(O)C. No catalyst specified. The product is [O:1]1[CH2:6][CH2:5][CH2:4][O:3][CH:2]1[CH2:7][CH2:8][N:9]1[CH2:10][CH2:11][CH:12]([NH:15][CH2:30][C:31]2[CH:36]=[CH:35][C:34]([F:37])=[CH:33][CH:32]=2)[CH2:13][CH2:14]1. The yield is 0.210. (4) The reactants are [CH3:1][C:2]1[C:7]([CH3:8])=[N:6][CH:5]=[CH:4][N:3]=1.[OH:9]O. The catalyst is C(O)(=O)C. The yield is 0.470. The product is [CH3:1][C:2]1[C:7]([CH3:8])=[N:6][CH:5]=[CH:4][N+:3]=1[O-:9]. (5) The reactants are [C:1]([O:5][C:6]([NH:8][CH2:9][CH:10]([OH:20])[CH2:11][NH:12][C:13](=[O:19])[O:14][C:15]([CH3:18])([CH3:17])[CH3:16])=[O:7])([CH3:4])([CH3:3])[CH3:2].[S:21](Cl)([CH3:24])(=[O:23])=[O:22]. The catalyst is C(Cl)Cl. The product is [C:1]([O:5][C:6]([NH:8][CH2:9][CH:10]([O:20][S:21]([CH3:24])(=[O:23])=[O:22])[CH2:11][NH:12][C:13](=[O:19])[O:14][C:15]([CH3:18])([CH3:17])[CH3:16])=[O:7])([CH3:4])([CH3:2])[CH3:3]. The yield is 0.990. (6) The reactants are [CH3:1][C:2]([CH3:31])([CH3:30])[C:3]([N:5]1[CH2:12][C:11]2[C:10]([NH:13][C:14](=[O:22])[C:15]3[CH:20]=[CH:19][C:18]([F:21])=[CH:17][CH:16]=3)=[N:9][N:8](C(OCC)=O)[C:7]=2[C:6]1([CH3:29])[CH3:28])=[O:4].C(Cl)Cl.CO. The catalyst is CO. The product is [CH3:1][C:2]([CH3:31])([CH3:30])[C:3]([N:5]1[CH2:12][C:11]2[C:10]([NH:13][C:14](=[O:22])[C:15]3[CH:16]=[CH:17][C:18]([F:21])=[CH:19][CH:20]=3)=[N:9][NH:8][C:7]=2[C:6]1([CH3:29])[CH3:28])=[O:4]. The yield is 0.860. (7) The reactants are [CH3:1][C:2]1[CH:3]=[CH:4][C:5]([N+:25]([O-])=O)=[C:6]([NH:8][CH:9]2[CH2:14][CH2:13][N:12]([C@H:15]3[CH2:20][CH2:19][C@H:18]([O:21][CH2:22][CH2:23][CH3:24])[CH2:17][CH2:16]3)[CH2:11][CH2:10]2)[CH:7]=1.O.NN. The catalyst is C(O)C.[Ni]. The product is [NH2:25][C:5]1[CH:4]=[CH:3][C:2]([CH3:1])=[CH:7][C:6]=1[NH:8][CH:9]1[CH2:10][CH2:11][N:12]([C@H:15]2[CH2:20][CH2:19][C@H:18]([O:21][CH2:22][CH2:23][CH3:24])[CH2:17][CH2:16]2)[CH2:13][CH2:14]1. The yield is 0.990. (8) The reactants are [F:1][C:2]1[CH:7]=[CH:6][C:5]([C:8]2[CH:13]=[CH:12][C:11]([NH2:14])=[C:10]([N+:15]([O-])=O)[CH:9]=2)=[CH:4][CH:3]=1.[H][H]. The catalyst is [Pd].CO. The product is [F:1][C:2]1[CH:3]=[CH:4][C:5]([C:8]2[CH:13]=[CH:12][C:11]([NH2:14])=[C:10]([NH2:15])[CH:9]=2)=[CH:6][CH:7]=1. The yield is 0.960. (9) The product is [Cl:1][C:2]1[CH:19]=[CH:18][C:5]2[S:6][C:7]([C:15](=[O:17])/[CH:16]=[CH:20]/[N:21]([CH3:23])[CH3:22])=[C:8]([C:9]3[CH:14]=[CH:13][CH:12]=[CH:11][CH:10]=3)[C:4]=2[CH:3]=1. The reactants are [Cl:1][C:2]1[CH:19]=[CH:18][C:5]2[S:6][C:7]([C:15](=[O:17])[CH3:16])=[C:8]([C:9]3[CH:14]=[CH:13][CH:12]=[CH:11][CH:10]=3)[C:4]=2[CH:3]=1.[CH3:20][N:21]([CH:23](OC)OC)[CH3:22]. The yield is 0.870. The catalyst is CCOC(C)=O. (10) The reactants are [C:1]([O:5][C:6]([N:8]1[CH2:13][CH2:12][CH:11](OS(C2C=CC(C)=CC=2)(=O)=O)[CH2:10][CH2:9]1)=[O:7])([CH3:4])([CH3:3])[CH3:2].[CH3:25][C@H:26]1[CH2:30][CH2:29][CH2:28][NH:27]1.C([O-])([O-])=O.[K+].[K+].O. The catalyst is C(#N)C. The product is [C:1]([O:5][C:6]([N:8]1[CH2:9][CH2:10][CH:11]([N:27]2[CH2:28][CH2:29][CH2:30][C@@H:26]2[CH3:25])[CH2:12][CH2:13]1)=[O:7])([CH3:2])([CH3:3])[CH3:4]. The yield is 0.400.